Dataset: Forward reaction prediction with 1.9M reactions from USPTO patents (1976-2016). Task: Predict the product of the given reaction. (1) Given the reactants C(S(N[C@H](C(OC(C)(C)C)=O)CC(O)=O)(=O)=O)CCCCC[CH2:7][CH2:8][CH2:9][CH2:10][CH2:11][CH2:12][CH2:13][CH2:14][CH2:15][CH3:16].ON1C2C=CC=CC=2N=N1.C1(N=C=NC2CCCCC2)CCCCC1, predict the reaction product. The product is: [CH:15]([C:14]1[CH:13]=[CH:12][CH:11]=[CH:10][C:9]=1[CH:8]=[CH2:7])=[CH2:16].[CH2:16]=[CH:15][C:14]1[CH:9]=[CH:10][CH:11]=[CH:12][CH:13]=1. (2) Given the reactants C1(P(N=[N+]=[N-])(C2C=CC=CC=2)=[O:8])C=CC=CC=1.[F:18][C:19]1([C:26]2[CH:31]=[CH:30][C:29]([C:32]3[CH2:36][C:35]([C:41]4[CH:46]=[C:45]([Cl:47])[C:44]([Cl:48])=[C:43]([Cl:49])[CH:42]=4)([C:37]([F:40])([F:39])[F:38])[O:34][N:33]=3)=[CH:28][CH:27]=2)[CH2:22][CH:21](C(O)=O)[CH2:20]1.C([N:52]([CH2:55]C)CC)C.[CH3:57][Si:58]([CH3:63])([CH3:62])[CH2:59][CH2:60][OH:61], predict the reaction product. The product is: [F:18][C:19]1([C:26]2[CH:27]=[CH:28][C:29]([C:32]3[CH2:36][C:35]([C:41]4[CH:46]=[C:45]([Cl:47])[C:44]([Cl:48])=[C:43]([Cl:49])[CH:42]=4)([C:37]([F:40])([F:39])[F:38])[O:34][N:33]=3)=[CH:30][CH:31]=2)[CH2:22][CH:21]([NH:52][C:55](=[O:8])[O:61][CH2:60][CH2:59][Si:58]([CH3:63])([CH3:62])[CH3:57])[CH2:20]1. (3) Given the reactants CC(CC(O)=O)=O.[CH3:8][C:9]1[N:10](C(OCC(C)C)=O)[C:11]2[C:12]([N:28]=1)=[N:13][CH:14]=[C:15]([C:17]1[CH:18]=[CH:19][C:20]3[O:26][CH2:25][CH2:24][NH:23][CH2:22][C:21]=3[CH:27]=1)[CH:16]=2.Cl[C:37]1[C:42]([CH2:43][CH3:44])=[C:41]([CH3:45])[N:40]=[C:39]([CH2:46][N:47]([CH3:49])[CH3:48])[N:38]=1, predict the reaction product. The product is: [CH2:43]([C:42]1[C:41]([CH3:45])=[N:40][C:39]([CH2:46][N:47]([CH3:49])[CH3:48])=[N:38][C:37]=1[N:23]1[CH2:22][C:21]2[CH:27]=[C:17]([C:15]3[CH:16]=[C:11]4[N:10]=[C:9]([CH3:8])[NH:28][C:12]4=[N:13][CH:14]=3)[CH:18]=[CH:19][C:20]=2[O:26][CH2:25][CH2:24]1)[CH3:44]. (4) Given the reactants Cl[C:2]1[N:7]=[C:6](N2C(C(F)(F)F)=C(C(OCC)=O)C=N2)[CH:5]=[CH:4][N:3]=1.C[O:23][C:24]1[CH:29]=[CH:28][CH:27]=[CH:26][C:25]=1B(O)O.B(Br)(Br)Br, predict the reaction product. The product is: [N:7]1[CH:6]=[CH:5][CH:4]=[N:3][C:2]=1[C:25]1[CH:26]=[CH:27][CH:28]=[CH:29][C:24]=1[OH:23]. (5) Given the reactants Br[CH:2]([CH3:5])[CH:3]=[CH2:4].[OH-].[K+].[N:8]1([CH2:13][C:14]2([C:45]3[CH:50]=[CH:49][C:48]([F:51])=[CH:47][C:46]=3[F:52])[O:18][CH2:17][CH:16]([S:19][CH2:20][C:21]3[CH:26]=[CH:25][C:24]([N:27]4[CH2:32][CH2:31][N:30]([C:33]5[CH:38]=[CH:37][C:36]([N:39]6[C:43](=[O:44])[NH:42][N:41]=[CH:40]6)=[CH:35][CH:34]=5)[CH2:29][CH2:28]4)=[CH:23][CH:22]=3)[CH2:15]2)[CH:12]=[N:11][CH:10]=[N:9]1, predict the reaction product. The product is: [N:8]1([CH2:13][C:14]2([C:45]3[CH:50]=[CH:49][C:48]([F:51])=[CH:47][C:46]=3[F:52])[O:18][CH2:17][CH:16]([S:19][CH2:20][C:21]3[CH:26]=[CH:25][C:24]([N:27]4[CH2:28][CH2:29][N:30]([C:33]5[CH:34]=[CH:35][C:36]([N:39]6[C:43](=[O:44])[N:42]([CH:3]([CH:2]=[CH2:5])[CH3:4])[N:41]=[CH:40]6)=[CH:37][CH:38]=5)[CH2:31][CH2:32]4)=[CH:23][CH:22]=3)[CH2:15]2)[CH:12]=[N:11][CH:10]=[N:9]1. (6) Given the reactants [CH2:1]([S:8][C:9]1[CH:10]=[CH:11][C:12]([NH:22][C:23]2[CH:28]=[CH:27][C:26]([Br:29])=[CH:25][C:24]=2[O:30][CH3:31])=[C:13](/[CH:15]=[CH:16]/[C:17]([O:19]CC)=O)[CH:14]=1)[C:2]1[CH:7]=[CH:6][CH:5]=[CH:4][CH:3]=1.C[O-].[Na+], predict the reaction product. The product is: [CH2:1]([S:8][C:9]1[CH:14]=[C:13]2[C:12](=[CH:11][CH:10]=1)[N:22]([C:23]1[CH:28]=[CH:27][C:26]([Br:29])=[CH:25][C:24]=1[O:30][CH3:31])[C:17](=[O:19])[CH:16]=[CH:15]2)[C:2]1[CH:3]=[CH:4][CH:5]=[CH:6][CH:7]=1. (7) The product is: [CH2:33]([C:20]1[N:19]([CH2:18][CH2:17][CH2:16][NH:15][CH:41]2[CH2:42][CH2:43][N:38]([CH3:37])[CH2:39][CH2:40]2)[C:31]2[C:30]3[CH:29]=[CH:28][CH:27]=[CH:26][C:25]=3[N:24]=[C:23]([NH2:32])[C:22]=2[N:21]=1)[CH2:34][CH2:35][CH3:36]. Given the reactants C(O[BH-](OC(=O)C)OC(=O)C)(=O)C.[Na+].[NH2:15][CH2:16][CH2:17][CH2:18][N:19]1[C:31]2[C:30]3[CH:29]=[CH:28][CH:27]=[CH:26][C:25]=3[N:24]=[C:23]([NH2:32])[C:22]=2[N:21]=[C:20]1[CH2:33][CH2:34][CH2:35][CH3:36].[CH3:37][N:38]1[CH2:43][CH2:42][C:41](=O)[CH2:40][CH2:39]1, predict the reaction product.